Dataset: Forward reaction prediction with 1.9M reactions from USPTO patents (1976-2016). Task: Predict the product of the given reaction. (1) Given the reactants [NH3:1].S([O-])([O-])(=O)=O.[Mg+2].[CH2:8]([N:15]1[CH2:19][CH2:18][C:17]([C:27]2[CH:28]=[C:29]3[C:33](=[CH:34][CH:35]=2)[NH:32][CH:31]=[C:30]3[CH:36]=O)([CH2:20][C:21]2[CH:26]=[CH:25][CH:24]=[CH:23][CH:22]=2)[CH2:16]1)[C:9]1[CH:14]=[CH:13][CH:12]=[CH:11][CH:10]=1, predict the reaction product. The product is: [CH2:8]([N:15]1[CH2:19][CH2:18][C:17]([C:27]2[CH:28]=[C:29]3[C:33](=[CH:34][CH:35]=2)[NH:32][CH:31]=[C:30]3[C:36]#[N:1])([CH2:20][C:21]2[CH:26]=[CH:25][CH:24]=[CH:23][CH:22]=2)[CH2:16]1)[C:9]1[CH:14]=[CH:13][CH:12]=[CH:11][CH:10]=1. (2) Given the reactants [C:1]([O:5][C:6]([N:8]1[C:12]2=[C:13]([NH2:28])[C:14]([NH:19][C:20]3[CH:25]=[CH:24][C:23]([I:26])=[CH:22][C:21]=3[F:27])=[C:15]([CH3:18])[C:16](=[O:17])[N:11]2[CH2:10][CH2:9]1)=[O:7])([CH3:4])([CH3:3])[CH3:2].[CH2:29]([O:36][CH:37]1[CH2:40][CH:39]([S:41](Cl)(=[O:43])=[O:42])[CH2:38]1)[C:30]1[CH:35]=[CH:34][CH:33]=[CH:32][CH:31]=1, predict the reaction product. The product is: [C:1]([O:5][C:6]([N:8]1[C:12]2=[C:13]([NH:28][S:41]([CH:39]3[CH2:40][CH:37]([O:36][CH2:29][C:30]4[CH:35]=[CH:34][CH:33]=[CH:32][CH:31]=4)[CH2:38]3)(=[O:43])=[O:42])[C:14]([NH:19][C:20]3[CH:25]=[CH:24][C:23]([I:26])=[CH:22][C:21]=3[F:27])=[C:15]([CH3:18])[C:16](=[O:17])[N:11]2[CH2:10][CH2:9]1)=[O:7])([CH3:2])([CH3:3])[CH3:4]. (3) Given the reactants C[O:2][C:3]([C:5]1[CH2:6][N:7]([C:33]([O:35][C:36]([CH3:39])([CH3:38])[CH3:37])=[O:34])[CH2:8][CH2:9][C:10]=1[C:11]1[CH:32]=[CH:31][C:14]2[C:15]3[N:19]([CH2:20][CH2:21][O:22][C:13]=2[CH:12]=1)[CH:18]=[C:17]([C:23]1[N:24]([CH:28]([CH3:30])[CH3:29])[N:25]=[CH:26][N:27]=1)[N:16]=3)=[O:4].O.[OH-].[Li+], predict the reaction product. The product is: [C:36]([O:35][C:33]([N:7]1[CH2:8][CH2:9][C:10]([C:11]2[CH:32]=[CH:31][C:14]3[C:15]4[N:19]([CH2:20][CH2:21][O:22][C:13]=3[CH:12]=2)[CH:18]=[C:17]([C:23]2[N:24]([CH:28]([CH3:30])[CH3:29])[N:25]=[CH:26][N:27]=2)[N:16]=4)=[C:5]([C:3]([OH:4])=[O:2])[CH2:6]1)=[O:34])([CH3:38])([CH3:39])[CH3:37]. (4) Given the reactants [Cl:1][C:2]1[CH:25]=[CH:24][C:5]2[N:6]=[C:7]([NH:9][C:10]3[N:14]([CH2:15][CH3:16])[C:13]4[CH:17]=[CH:18][C:19]([C:21](O)=[O:22])=[CH:20][C:12]=4[N:11]=3)[S:8][C:4]=2[CH:3]=1.[CH2:26]([O:28][CH2:29][CH2:30][NH2:31])[CH3:27].CN(C(ON1N=NC2C=CC=CC1=2)=[N+](C)C)C.F[P-](F)(F)(F)(F)F.CCN(C(C)C)C(C)C, predict the reaction product. The product is: [CH2:26]([O:28][CH2:29][CH2:30][NH:31][C:21]([C:19]1[CH:18]=[CH:17][C:13]2[N:14]([CH2:15][CH3:16])[C:10]([NH:9][C:7]3[S:8][C:4]4[CH:3]=[C:2]([Cl:1])[CH:25]=[CH:24][C:5]=4[N:6]=3)=[N:11][C:12]=2[CH:20]=1)=[O:22])[CH3:27].